From a dataset of Full USPTO retrosynthesis dataset with 1.9M reactions from patents (1976-2016). Predict the reactants needed to synthesize the given product. Given the product [ClH:31].[ClH:31].[CH:1]1([CH2:4][NH:5][C@@H:13]2[CH2:15][C@H:14]2[C:16]2[CH:17]=[C:18]([CH:19]=[CH:20][CH:21]=2)[C:22]([NH:23][C:24]2[CH:25]=[N:26][N:27]([CH3:29])[CH:28]=2)=[O:30])[CH2:3][CH2:2]1, predict the reactants needed to synthesize it. The reactants are: [CH:1]1([CH2:4][N:5]([C@@H:13]2[CH2:15][C@H:14]2[C:16]2[CH:21]=[CH:20][CH:19]=[C:18]([C:22](=[O:30])[NH:23][C:24]3[CH:25]=[N:26][N:27]([CH3:29])[CH:28]=3)[CH:17]=2)C(=O)OC(C)(C)C)[CH2:3][CH2:2]1.[ClH:31].C(OCC)(=O)C.